From a dataset of Catalyst prediction with 721,799 reactions and 888 catalyst types from USPTO. Predict which catalyst facilitates the given reaction. (1) Reactant: [Cl:1][C:2]1[CH:3]=[C:4]([S:8](Cl)(=[O:10])=[O:9])[CH:5]=[CH:6][CH:7]=1.C(=O)([O-])O.[Na+:16].S([O-])([O-])=O.[Na+].[Na+].O. Product: [Na+:16].[Cl:1][C:2]1[CH:3]=[C:4]([S:8]([O-:10])=[O:9])[CH:5]=[CH:6][CH:7]=1. The catalyst class is: 12. (2) Product: [CH3:40][N:39]([CH2:2][C:3]1[CH:8]=[C:7]([C:9]2[N:13]=[C:12]([C:14]3[CH:19]=[CH:18][C:17]([N:20]4[CH2:25][CH2:24][CH2:23][CH2:22][CH:21]4[CH3:26])=[C:16]([C:27]([F:30])([F:29])[F:28])[CH:15]=3)[O:11][N:10]=2)[CH:6]=[CH:5][N:4]=1)[CH2:38][C:37]([O:36][C:32]([CH3:35])([CH3:34])[CH3:33])=[O:41]. The catalyst class is: 38. Reactant: Cl[CH2:2][C:3]1[CH:8]=[C:7]([C:9]2[N:13]=[C:12]([C:14]3[CH:19]=[CH:18][C:17]([N:20]4[CH2:25][CH2:24][CH2:23][CH2:22][CH:21]4[CH3:26])=[C:16]([C:27]([F:30])([F:29])[F:28])[CH:15]=3)[O:11][N:10]=2)[CH:6]=[CH:5][N:4]=1.Cl.[C:32]([O:36][C:37](=[O:41])[CH2:38][NH:39][CH3:40])([CH3:35])([CH3:34])[CH3:33].C([O-])([O-])=O.[K+].[K+].C(Cl)Cl. (3) Reactant: [C:1]([C:4]1[CH:13]=[CH:12][C:7]([C:8]([O:10][CH3:11])=[O:9])=[CH:6][CH:5]=1)(=[O:3])[CH3:2].[Br:14]Br.CO.O. Product: [Br:14][CH2:2][C:1]([C:4]1[CH:13]=[CH:12][C:7]([C:8]([O:10][CH3:11])=[O:9])=[CH:6][CH:5]=1)=[O:3]. The catalyst class is: 570. (4) Reactant: C[Si](C)(C)[N-][Si](C)(C)C.[Li+].[CH2:11]([O:18][C:19]1[CH:24]=[CH:23][C:22]([CH2:25][C:26]([N:28]([CH3:30])[CH3:29])=[O:27])=[CH:21][CH:20]=1)[C:12]1[CH:17]=[CH:16][CH:15]=[CH:14][CH:13]=1.[C:31]1(=[O:37])[CH2:36][CH2:35][CH2:34][CH2:33][CH2:32]1.[Cl-].[NH4+].Cl. Product: [CH2:11]([O:18][C:19]1[CH:24]=[CH:23][C:22]([CH:25]([C:26]([N:28]([CH3:29])[CH3:30])=[O:27])[C:31]2([OH:37])[CH2:36][CH2:35][CH2:34][CH2:33][CH2:32]2)=[CH:21][CH:20]=1)[C:12]1[CH:13]=[CH:14][CH:15]=[CH:16][CH:17]=1. The catalyst class is: 7.